From a dataset of Forward reaction prediction with 1.9M reactions from USPTO patents (1976-2016). Predict the product of the given reaction. (1) Given the reactants [CH:1]1([CH2:4][O:5][C:6]2[CH:7]=[C:8]([CH2:15][C:16]([O:18][CH2:19][CH3:20])=[O:17])[CH:9]=[CH:10][C:11]=2[N+:12]([O-:14])=[O:13])[CH2:3][CH2:2]1.[H-].[Na+].Br[CH2:24][CH2:25][CH2:26]Br.[NH4+].[Cl-], predict the reaction product. The product is: [CH:1]1([CH2:4][O:5][C:6]2[CH:7]=[C:8]([C:15]3([C:16]([O:18][CH2:19][CH3:20])=[O:17])[CH2:26][CH2:25][CH2:24]3)[CH:9]=[CH:10][C:11]=2[N+:12]([O-:14])=[O:13])[CH2:2][CH2:3]1. (2) Given the reactants [Cl:1][C:2]1[C:3]([C:9]2[C:18]([OH:19])=[N:17][C:12]3=[N:13][CH:14]=[CH:15][N:16]=[C:11]3[C:10]=2[OH:20])=[N:4][CH:5]=[C:6]([Cl:8])[CH:7]=1.C(N(C(C)C)C(C)C)C.[CH3:30][S:31](Cl)(=[O:33])=[O:32], predict the reaction product. The product is: [Cl:1][C:2]1[C:3]([C:9]2[C:18](=[O:19])[NH:17][C:12]3=[N:13][CH:14]=[CH:15][N:16]=[C:11]3[C:10]=2[O:20][S:31]([CH3:30])(=[O:33])=[O:32])=[N:4][CH:5]=[C:6]([Cl:8])[CH:7]=1. (3) Given the reactants [F:1][C:2]1[CH:7]=[CH:6][CH:5]=[CH:4][C:3]=1[NH:8][C:9]([NH:11][C:12]1[CH:17]=[C:16]([C:18]([F:21])([F:20])[F:19])[CH:15]=[CH:14][C:13]=1[O:22][CH3:23])=[O:10].OS(O)(=O)=O.O=S(=O)=O.[C:33]([O:37][CH3:38])(=[O:36])[CH:34]=[CH2:35], predict the reaction product. The product is: [F:1][C:2]1[C:3]([NH:8][C:9]([NH:11][C:12]2[CH:17]=[C:16]([C:18]([F:21])([F:20])[F:19])[CH:15]=[CH:14][C:13]=2[O:22][CH3:23])=[O:10])=[C:4](/[CH:35]=[CH:34]/[C:33]([O:37][CH3:38])=[O:36])[CH:5]=[CH:6][CH:7]=1. (4) The product is: [C:17]([C:11]1[C:12](=[O:13])[NH:1][C:2]2[C:3]([CH:10]=1)=[CH:4][CH:5]=[CH:6][CH:7]=2)([CH3:20])([CH3:19])[CH3:18]. Given the reactants [NH2:1][C:2]1[CH:7]=[C:6](OC)[CH:5]=[CH:4][C:3]=1[CH:10](O)[CH:11]([C:17]([CH3:20])([CH3:19])[CH3:18])[C:12](OCC)=[O:13].Cl, predict the reaction product. (5) Given the reactants Br[C:2]1[CH:3]=[C:4]([CH:7]2[O:11][CH2:10][CH2:9][O:8]2)[S:5][CH:6]=1.[F:12][C:13]1[CH:14]=[C:15]([OH:19])[CH:16]=[CH:17][CH:18]=1.CC(C)(C(=O)CC(=O)C(C)(C)C)C.C(=O)([O-])[O-].[Cs+].[Cs+], predict the reaction product. The product is: [F:12][C:13]1[CH:14]=[C:15]([CH:16]=[CH:17][CH:18]=1)[O:19][C:2]1[CH:3]=[C:4]([CH:7]2[O:11][CH2:10][CH2:9][O:8]2)[S:5][CH:6]=1. (6) Given the reactants [K+].[Br-].[I:3][C:4]1[CH:5]=[C:6]2[C:11](=[CH:12][CH:13]=1)[N:10]=[C:9]([C:14](OCC)=O)[CH:8]=[CH:7]2.C(N(CC)CCN[C:25](C1N=C2C=CC=CN2C=1)=[O:26])C.Cl.C(N(CC)CCNC(C1NC2C(C=1)=[CH:53][C:52]([I:56])=[CH:51]C=2)=O)C.C(N(CC)CCN[C:65](C1N=C2C=CC=CN2C=1[Sn](CCCC)(CCCC)CCCC)=[O:66])C, predict the reaction product. The product is: [I:56][C:52]1[CH:51]=[CH:14][C:9]2[C:8](=[C:7]([C:65]([O:26][CH3:25])=[O:66])[C:6]3[C:11]([N:10]=2)=[CH:12][CH:13]=[C:4]([I:3])[CH:5]=3)[CH:53]=1.